The task is: Regression. Given a peptide amino acid sequence and an MHC pseudo amino acid sequence, predict their binding affinity value. This is MHC class I binding data.. This data is from Peptide-MHC class I binding affinity with 185,985 pairs from IEDB/IMGT. (1) The peptide sequence is SIVVELEPSL. The MHC is HLA-A02:01 with pseudo-sequence HLA-A02:01. The binding affinity (normalized) is 0.170. (2) The peptide sequence is LPEETNIGCA. The MHC is HLA-B53:01 with pseudo-sequence HLA-B53:01. The binding affinity (normalized) is 0.294.